From a dataset of Catalyst prediction with 721,799 reactions and 888 catalyst types from USPTO. Predict which catalyst facilitates the given reaction. (1) Reactant: [Br:1][CH2:2][C:3]([C:5]1[CH:10]=[CH:9][C:8]([F:11])=[CH:7][C:6]=1[F:12])=[O:4].[O:13]1[CH:17]=[CH:16][N:15]=[C:14]1[NH2:18].C1COCC1. Product: [BrH:1].[F:12][C:6]1[CH:7]=[C:8]([F:11])[CH:9]=[CH:10][C:5]=1[C:3](=[O:4])[CH2:2][N:15]1[CH:16]=[CH:17][O:13][C:14]1=[NH:18]. The catalyst class is: 10. (2) Reactant: [CH2:1]([N:8](C)[C@H:9]1[C:18]2[C:13](=[CH:14][CH:15]=[CH:16][CH:17]=2)[CH2:12][CH2:11][CH2:10]1)C1C=CC=CC=1. Product: [CH3:1][NH:8][C@H:9]1[C:18]2[C:13](=[CH:14][CH:15]=[CH:16][CH:17]=2)[CH2:12][CH2:11][CH2:10]1. The catalyst class is: 515. (3) Product: [NH2:40][C:41]1[N:46]=[CH:45][C:44]([C:47]([N:14]2[CH2:13][CH2:12][C:11]3[C:16](=[CH:17][C:18]([O:19][CH3:20])=[C:9]([O:8][CH2:1][C:2]4[CH:7]=[CH:6][CH:5]=[CH:4][CH:3]=4)[CH:10]=3)[CH:15]2/[CH:21]=[CH:22]/[C:23]2[CH:28]=[C:27]([O:29][CH2:30][C:31]3[CH:32]=[CH:33][CH:34]=[CH:35][CH:36]=3)[C:26]([O:37][CH3:38])=[CH:25][C:24]=2[CH3:39])=[O:48])=[CH:43][CH:42]=1. Reactant: [CH2:1]([O:8][C:9]1[CH:10]=[C:11]2[C:16](=[CH:17][C:18]=1[O:19][CH3:20])[CH:15](/[CH:21]=[CH:22]/[C:23]1[CH:28]=[C:27]([O:29][CH2:30][C:31]3[CH:36]=[CH:35][CH:34]=[CH:33][CH:32]=3)[C:26]([O:37][CH3:38])=[CH:25][C:24]=1[CH3:39])[NH:14][CH2:13][CH2:12]2)[C:2]1[CH:7]=[CH:6][CH:5]=[CH:4][CH:3]=1.[NH2:40][C:41]1[N:46]=[CH:45][C:44]([C:47](O)=[O:48])=[CH:43][CH:42]=1.CCN(C(C)C)C(C)C.CN(C(ON1N=NC2C=CC=NC1=2)=[N+](C)C)C.F[P-](F)(F)(F)(F)F. The catalyst class is: 329.